Task: Binary Classification. Given a drug SMILES string, predict its activity (active/inactive) in a high-throughput screening assay against a specified biological target.. Dataset: Tyrosyl-DNA phosphodiesterase HTS with 341,365 compounds (1) The molecule is S(=O)(=O)(N1CCN(CC1)c1n2ncnc2nc(c1)c1ccccc1)c1ccc(OC)cc1. The result is 0 (inactive). (2) The compound is O(C(=O)c1c(NCCc2ccccc2)nc(n2nc(cc2C)C)nc1)CC. The result is 0 (inactive).